From a dataset of Rat liver microsome stability data. Regression/Classification. Given a drug SMILES string, predict its absorption, distribution, metabolism, or excretion properties. Task type varies by dataset: regression for continuous measurements (e.g., permeability, clearance, half-life) or binary classification for categorical outcomes (e.g., BBB penetration, CYP inhibition). Dataset: rlm. (1) The molecule is N#C[C@@H]1CCCN1C(=O)c1ccccc1C(=O)NCc1ccccc1. The result is 0 (unstable in rat liver microsomes). (2) The compound is Clc1ccccc1CSc1nc2cc(Br)cnc2[nH]1. The result is 1 (stable in rat liver microsomes). (3) The molecule is COC(=O)Nc1ccc2c(c1)NC(=O)[C@H](C)CCC[C@H](NC(=O)c1ncn(-c3cccc(Cl)c3F)c1C)c1cc-2ccn1. The result is 0 (unstable in rat liver microsomes). (4) The drug is CCc1ccccc1N1CCN(C(=O)c2cc(-c3ccc(Cl)cc3)[nH]n2)CC1. The result is 1 (stable in rat liver microsomes). (5) The compound is COc1cccc(CNc2ccc(S(=O)(=O)Nc3nccs3)cc2)c1N. The result is 0 (unstable in rat liver microsomes). (6) The compound is COc1cccc(CNc2ccc(S(=O)(=O)Nc3nc4ccccc4o3)cc2)c1O. The result is 0 (unstable in rat liver microsomes). (7) The drug is CN(C)CCOC(c1ccccc1)c1ccccc1. The result is 1 (stable in rat liver microsomes).